This data is from Experimentally validated miRNA-target interactions with 360,000+ pairs, plus equal number of negative samples. The task is: Binary Classification. Given a miRNA mature sequence and a target amino acid sequence, predict their likelihood of interaction. (1) Result: 0 (no interaction). The protein sequence of the target gene is MAARSAGSGGWEVVKRGRRPGASSGGRGGGGGSDRRALGEANGVLKYDLSSPIQTTSTLYERGFEKIMKRQNKEQVPPPAAESKKPINKKQPKKVTAVPSQNQKQGPFRRLEDALKALDVAALQKELDKSQSVFTGNPSVWLKDLASYLNYKLQTPRMEPTLSQYPHDYPYSLVSRELRGIIRGLLTKAAGSVELFFDHCLFTMLQELDKTPGESLHGYRICIQAVLQDKPKIVTSNLDKFLELLRSHQSRPAKCLTIMWALGQAGFTNLTEGLKVWLGIMLPVLGIKALSPFAIAYLDR.... The miRNA is mmu-miR-1897-5p with sequence CUUUGGAUGGAGAAAGAGGGGG. (2) The miRNA is hsa-miR-548b-5p with sequence AAAAGUAAUUGUGGUUUUGGCC. The protein sequence of the target gene is MAGPNQLCIRRWTTKHVAVWLKDEGFFEYVDILCNKHRLDGITLLTLTEYDLRSPPLEIKVLGDIKRLMLSVRKLQKIHIDVLEEMGYNSDSPMGSMTPFISALQSTDWLCNGELSHDCDGPITDLNSDQYQYMNGKNKHSVRRLDPEYWKTILSCIYVFIVFGFTSFIMVIVHERVPDMQTYPPLPDIFLDSVPRIPWAFAMTEVCGMILCYIWLLVLLLHKHRSILLRRLCSLMGTVFLLRCFTMFVTSLSVPGQHLQCTGKIYGSVWEKLHRAFAIWSGFGMTLTGVHTCGDYMFSG.... Result: 1 (interaction). (3) The miRNA is hsa-miR-3186-5p with sequence CAGGCGUCUGUCUACGUGGCUU. The protein sequence of the target gene is MKLAVLFCFILLIVLQTDCERGTRRQRRRMHQRRLRKSSSFHLRANRQLEVQQTTAAPDARLPTANSDYSVEENIESLLSNLGVESSYSVLPGKKGYCFVKGMIMYNKAVWSPEPCTTCLCSNGRVLCDETECHPKACPYTIKPEGECCPICSDAEQESINKLHKQVPPPQMEMDQVAIKEALQSEEDEEIAEGHKEHKKETSVPTKIHGDGERTERKLRPEKEGRSAHQPLYHGRREEEESKEETEREGEEEEEEEEEEEEDAIRGDVFRMSSRVIPGTPRGRPRLPRSCSLSYRTISC.... Result: 0 (no interaction). (4) The miRNA is hsa-miR-3680-3p with sequence UUUUGCAUGACCCUGGGAGUAGG. The protein sequence of the target gene is MAGLEVLFASAAPAITCRQDALVCFLHWEVVTHGYFGLGVGDQPGPNDKKSELLPAGWNNNKDLYVLRYEYKDGSRKLLVKAITVESSMILNVLEYGSQQVADLTLNLDDYIDAEHLGDFHRTYKNSEELRSRIVSGIITPIHEQWEKANVSSPHREFPPATAREVDPLRIPPHHPHTSRQPPWCDPLGPFVVGGEDLDPFGPRRGGMIVDPLRSGFPRALIDPSSGLPNRLPPGAVPPGARFDPFGPIGTSPPGPNPDHLPPPGYDDMYL. Result: 0 (no interaction). (5) The miRNA is hsa-miR-323a-5p with sequence AGGUGGUCCGUGGCGCGUUCGC. The protein sequence of the target gene is MSATTACWPAFTVLGEARGDQVDWSRLYRDTGLVKMSRKPRASSPFSNNHPSTPKRFPRQPRREKGPVKEVPGTKGSP. Result: 0 (no interaction).